This data is from SARS-CoV-2 main protease (3CLPro) crystallographic fragment screen with 879 compounds. The task is: Binary Classification. Given a drug SMILES string, predict its activity (active/inactive) in a high-throughput screening assay against a specified biological target. The molecule is CN(C)C(=O)c1ccc(F)cc1Br. The result is 0 (inactive).